From a dataset of Forward reaction prediction with 1.9M reactions from USPTO patents (1976-2016). Predict the product of the given reaction. (1) The product is: [F:19][CH2:20][CH2:21][NH:22][C:2]1[CH:7]=[CH:6][N:5]2[CH:8]=[C:9]([C:11]3[CH:16]=[CH:15][C:14]([CH3:17])=[CH:13][CH:12]=3)[N:10]=[C:4]2[CH:3]=1. Given the reactants Br[C:2]1[CH:7]=[CH:6][N:5]2[CH:8]=[C:9]([C:11]3[CH:16]=[CH:15][C:14]([CH3:17])=[CH:13][CH:12]=3)[N:10]=[C:4]2[CH:3]=1.Cl.[F:19][CH2:20][CH2:21][NH2:22], predict the reaction product. (2) The product is: [ClH:19].[CH3:1][O:2][C:3]1[C:4]([CH2:5][OH:6])=[CH:8][CH:9]=[CH:10][N:11]=1. Given the reactants [CH3:1][O:2][C:3]1[N:11]=[CH:10][CH:9]=[CH:8][C:4]=1[C:5](O)=[O:6].CN1CCOCC1.[Cl:19]C(OCC(C)C)=O.[BH4-].[Na+], predict the reaction product.